Dataset: NCI-60 drug combinations with 297,098 pairs across 59 cell lines. Task: Regression. Given two drug SMILES strings and cell line genomic features, predict the synergy score measuring deviation from expected non-interaction effect. (1) Drug 1: C1=CC=C(C=C1)NC(=O)CCCCCCC(=O)NO. Drug 2: CC1CCC2CC(C(=CC=CC=CC(CC(C(=O)C(C(C(=CC(C(=O)CC(OC(=O)C3CCCCN3C(=O)C(=O)C1(O2)O)C(C)CC4CCC(C(C4)OC)OCCO)C)C)O)OC)C)C)C)OC. Cell line: OVCAR-5. Synergy scores: CSS=40.1, Synergy_ZIP=-5.09, Synergy_Bliss=-0.928, Synergy_Loewe=-0.00809, Synergy_HSA=1.23. (2) Drug 1: CN(C)N=NC1=C(NC=N1)C(=O)N. Drug 2: CC(C)CN1C=NC2=C1C3=CC=CC=C3N=C2N. Cell line: MCF7. Synergy scores: CSS=-0.853, Synergy_ZIP=1.11, Synergy_Bliss=0.992, Synergy_Loewe=-1.64, Synergy_HSA=-1.32. (3) Drug 1: CC(CN1CC(=O)NC(=O)C1)N2CC(=O)NC(=O)C2. Drug 2: C(=O)(N)NO. Cell line: T-47D. Synergy scores: CSS=4.73, Synergy_ZIP=-1.19, Synergy_Bliss=-0.129, Synergy_Loewe=-4.81, Synergy_HSA=-1.39. (4) Drug 1: CC(CN1CC(=O)NC(=O)C1)N2CC(=O)NC(=O)C2. Drug 2: CC1CCC2CC(C(=CC=CC=CC(CC(C(=O)C(C(C(=CC(C(=O)CC(OC(=O)C3CCCCN3C(=O)C(=O)C1(O2)O)C(C)CC4CCC(C(C4)OC)OCCO)C)C)O)OC)C)C)C)OC. Cell line: HOP-92. Synergy scores: CSS=18.5, Synergy_ZIP=-5.44, Synergy_Bliss=-2.21, Synergy_Loewe=0.00524, Synergy_HSA=0.449.